This data is from Catalyst prediction with 721,799 reactions and 888 catalyst types from USPTO. The task is: Predict which catalyst facilitates the given reaction. Reactant: [F:1][C:2]([F:15])([F:14])[CH2:3][S:4][C:5]1[CH:13]=[CH:12][CH:11]=[CH:10][C:6]=1[C:7](O)=[O:8].C(Cl)CCl.C1C=CC2N(O)N=[N:26]C=2C=1.[OH-].[NH4+]. Product: [F:1][C:2]([F:15])([F:14])[CH2:3][S:4][C:5]1[CH:13]=[CH:12][CH:11]=[CH:10][C:6]=1[C:7]([NH2:26])=[O:8]. The catalyst class is: 3.